This data is from Reaction yield outcomes from USPTO patents with 853,638 reactions. The task is: Predict the reaction yield, written as a fraction of the theoretical maximum amount of product (1.0 means a 100% yield; for example, 0.34 means a 34% yield). (1) The reactants are Br[C:2]1[N:7]=[C:6]([CH3:8])[C:5]([F:9])=[CH:4][CH:3]=1.[F:10][C:11]1[CH:16]=[CH:15][CH:14]=[C:13]([F:17])[C:12]=1B(O)O.CCN(C(C)C)C(C)C. The catalyst is C(O)C.C1(C)C=CC=CC=1.C1C=CC([P]([Pd]([P](C2C=CC=CC=2)(C2C=CC=CC=2)C2C=CC=CC=2)([P](C2C=CC=CC=2)(C2C=CC=CC=2)C2C=CC=CC=2)[P](C2C=CC=CC=2)(C2C=CC=CC=2)C2C=CC=CC=2)(C2C=CC=CC=2)C2C=CC=CC=2)=CC=1. The product is [F:10][C:11]1[CH:16]=[CH:15][CH:14]=[C:13]([F:17])[C:12]=1[C:2]1[N:7]=[C:6]([CH3:8])[C:5]([F:9])=[CH:4][CH:3]=1. The yield is 0.880. (2) The reactants are [C:1]([C:4]1[C:5]([OH:15])=[CH:6][C:7]([OH:14])=[C:8]([CH:13]=1)[C:9]([O:11][CH3:12])=[O:10])(=[O:3])[CH3:2].C(=O)([O-])[O-].[K+].[K+].[CH2:22](Br)[C:23]1[CH:28]=[CH:27][CH:26]=[CH:25][CH:24]=1. The catalyst is C(#N)C. The product is [C:1]([C:4]1[C:5]([O:15][CH2:1][C:4]2[CH:5]=[CH:6][CH:7]=[CH:8][CH:13]=2)=[CH:6][C:7]([O:14][CH2:22][C:23]2[CH:28]=[CH:27][CH:26]=[CH:25][CH:24]=2)=[C:8]([CH:13]=1)[C:9]([O:11][CH3:12])=[O:10])(=[O:3])[CH3:2]. The yield is 0.710. (3) The reactants are [Br:1]Br.[CH3:3][O:4][C:5]1[CH:12]=[CH:11][CH:10]=[CH:9][C:6]=1[C:7]#[N:8]. The catalyst is C(Cl)(Cl)Cl. The product is [Br:1][C:10]1[CH:11]=[CH:12][C:5]([O:4][CH3:3])=[C:6]([CH:9]=1)[C:7]#[N:8]. The yield is 0.710. (4) The reactants are [C:1]([O:10]C)(=O)[C:2]1[C:3](=[CH:5][CH:6]=[CH:7][CH:8]=1)[SH:4].[C:12]([C:14]1[CH:25]=[CH:24][C:17]([C:18]([NH:20][CH2:21][CH2:22][CH3:23])=[O:19])=[CH:16][N:15]=1)#[N:13].C(N(CC)CC)C. The catalyst is C1(C)C=CC=CC=1. The product is [O:10]=[C:1]1[C:2]2[CH:8]=[CH:7][CH:6]=[CH:5][C:3]=2[S:4][C:12]([C:14]2[CH:25]=[CH:24][C:17]([C:18]([NH:20][CH2:21][CH2:22][CH3:23])=[O:19])=[CH:16][N:15]=2)=[N:13]1. The yield is 0.670. (5) The reactants are Cl[C:2]1[CH:7]=[CH:6][N:5]=[C:4]2[CH:8]=[C:9]([C:11]([N:13]3[CH2:17][CH2:16][C@@H:15]([O:18][CH3:19])[CH2:14]3)=[O:12])[S:10][C:3]=12.[CH3:20][NH:21][C:22]([C:24]1[C:25]2[CH:34]=[CH:33][C:32]([OH:35])=[CH:31][C:26]=2[S:27][C:28]=1[CH2:29][CH3:30])=[O:23].C([O-])([O-])=O.[Cs+].[Cs+]. No catalyst specified. The product is [CH3:20][NH:21][C:22]([C:24]1[C:25]2[CH:34]=[CH:33][C:32]([O:35][C:2]3[CH:7]=[CH:6][N:5]=[C:4]4[CH:8]=[C:9]([C:11]([N:13]5[CH2:17][CH2:16][C@@H:15]([O:18][CH3:19])[CH2:14]5)=[O:12])[S:10][C:3]=34)=[CH:31][C:26]=2[S:27][C:28]=1[CH2:29][CH3:30])=[O:23]. The yield is 0.190. (6) The reactants are N1([C:6]2[CH2:14][CH2:13][C:12]3([C:15]([O:17][CH3:18])=[O:16])[C:8](=[CH:9][CH2:10][CH2:11]3)[CH:7]=2)CCCC1.C([O-])(=[O:21])C.[Na+]. The catalyst is C1(C)C=CC=CC=1.CC(O)=O.O.CCOC(C)=O. The product is [O:21]=[C:6]1[CH:7]=[C:8]2[C:12]([C:15]([O:17][CH3:18])=[O:16])([CH2:11][CH2:10][CH2:9]2)[CH2:13][CH2:14]1. The yield is 0.483. (7) The product is [OH:1][C:2]1([C:15]2[CH:16]=[CH:17][C:18]3[N:19]([CH:26]=2)[C:20](=[O:25])[CH:21]=[C:22]([O:24][S:29]([C:28]([F:47])([F:46])[F:27])(=[O:31])=[O:30])[N:23]=3)[CH2:7][CH2:6][N:5]([C:8]([O:10][C:11]([CH3:14])([CH3:13])[CH3:12])=[O:9])[CH2:4][CH2:3]1. The reactants are [OH:1][C:2]1([C:15]2[CH:16]=[CH:17][C:18]3[N:19]([CH:26]=2)[C:20](=[O:25])[CH:21]=[C:22]([OH:24])[N:23]=3)[CH2:7][CH2:6][N:5]([C:8]([O:10][C:11]([CH3:14])([CH3:13])[CH3:12])=[O:9])[CH2:4][CH2:3]1.[F:27][C:28]([F:47])([F:46])[S:29](N(C1C=CC=CC=1)[S:29]([C:28]([F:47])([F:46])[F:27])(=[O:31])=[O:30])(=[O:31])=[O:30].C(=O)([O-])[O-].[K+].[K+]. The yield is 0.350. The catalyst is CN(C=O)C.CCOC(C)=O.